Predict the reactants needed to synthesize the given product. From a dataset of Full USPTO retrosynthesis dataset with 1.9M reactions from patents (1976-2016). (1) Given the product [CH2:21]([N:28]1[CH2:33][CH2:32][CH:31]([NH:34][C:2]2[N:7]=[C:6]([C:8]3[N:12]([CH:13]4[CH2:18][CH2:17][O:16][CH2:15][CH2:14]4)[C:11]([CH3:19])=[N:10][CH:9]=3)[C:5]([F:20])=[CH:4][N:3]=2)[CH2:30][CH2:29]1)[C:22]1[CH:23]=[CH:24][CH:25]=[CH:26][CH:27]=1, predict the reactants needed to synthesize it. The reactants are: Br[C:2]1[N:7]=[C:6]([C:8]2[N:12]([CH:13]3[CH2:18][CH2:17][O:16][CH2:15][CH2:14]3)[C:11]([CH3:19])=[N:10][CH:9]=2)[C:5]([F:20])=[CH:4][N:3]=1.[CH2:21]([N:28]1[CH2:33][CH2:32][CH:31]([NH2:34])[CH2:30][CH2:29]1)[C:22]1[CH:27]=[CH:26][CH:25]=[CH:24][CH:23]=1. (2) Given the product [Cl:19][CH:15]1[CH2:16][CH2:17][CH2:18][CH:13]([CH3:9])[C:14]1=[O:20], predict the reactants needed to synthesize it. The reactants are: CC1CCCCC1=O.[C:9]([CH:13]1[CH2:18][CH2:17][CH2:16][CH:15]([Cl:19])[C:14]1=[O:20])(C)(C)C. (3) Given the product [CH2:32]([CH:31]([CH2:24][CH2:22][CH3:23])[C:30]([O:29][CH2:28][O:17][P:14]([CH2:13][CH2:12][N:8]1[CH2:7][CH2:6][CH2:5][NH:4][C:3]2[C:2](=[O:1])[C:10](=[O:11])[C:9]1=2)(=[O:15])[O:16][CH2:28][O:29][C:30](=[O:38])[CH:31]([CH2:35][CH2:36][CH3:37])[CH2:32][CH2:33][CH3:34])=[O:38])[CH2:33][CH3:34], predict the reactants needed to synthesize it. The reactants are: [O:1]=[C:2]1[C:10](=[O:11])[C:9]2[N:8]([CH2:12][CH2:13][P:14](=[O:17])([OH:16])[OH:15])[CH2:7][CH2:6][CH2:5][NH:4][C:3]1=2.C(N(CC)[CH:22]([CH3:24])[CH3:23])(C)C.Cl[CH2:28][O:29][C:30](=[O:38])[CH:31]([CH2:35][CH2:36][CH3:37])[CH2:32][CH2:33][CH3:34]. (4) The reactants are: [CH3:1][S:2][CH2:3][CH2:4][CH2:5][OH:6].[S:7](Cl)([C:10]1[CH:16]=[CH:15][C:13]([CH3:14])=[CH:12][CH:11]=1)(=[O:9])=[O:8].N1C=CC=CC=1. Given the product [CH3:14][C:13]1[CH:15]=[CH:16][C:10]([S:7]([O:6][CH2:5][CH2:4][CH2:3][S:2][CH3:1])(=[O:9])=[O:8])=[CH:11][CH:12]=1, predict the reactants needed to synthesize it. (5) Given the product [CH3:1][N:42]1[CH2:43][CH2:44][CH:39]([N:37]2[CH:38]=[C:34]([C:31]3[CH:30]=[N:29][C:28]([C:24]4[CH:25]=[CH:26][CH:27]=[C:22]([C:20]5[CH:19]=[N:18][N:17]([CH3:16])[CH:21]=5)[CH:23]=4)=[N:33][CH:32]=3)[CH:35]=[N:36]2)[CH2:40][CH2:41]1, predict the reactants needed to synthesize it. The reactants are: [C:1](O[BH-](OC(=O)C)OC(=O)C)(=O)C.[Na+].Cl.[CH3:16][N:17]1[CH:21]=[C:20]([C:22]2[CH:23]=[C:24]([C:28]3[N:33]=[CH:32][C:31]([C:34]4[CH:35]=[N:36][N:37]([CH:39]5[CH2:44][CH2:43][NH:42][CH2:41][CH2:40]5)[CH:38]=4)=[CH:30][N:29]=3)[CH:25]=[CH:26][CH:27]=2)[CH:19]=[N:18]1.C=O.CCN(C(C)C)C(C)C.C([O-])(O)=O.[Na+]. (6) Given the product [CH:23]1([C:20]2[CH:19]=[CH:18][C:17]([C:14]3[C:13]4[C:29]([CH3:30])=[C:9]([NH2:8])[C:10]([CH3:32])=[C:11]([CH3:31])[C:12]=4[O:16][CH:15]=3)=[CH:22][CH:21]=2)[CH2:24][CH2:25][CH2:26][CH2:27][CH2:28]1, predict the reactants needed to synthesize it. The reactants are: C([NH:8][C:9]1[C:10]([CH3:32])=[C:11]([CH3:31])[C:12]2[O:16][CH:15]=[C:14]([C:17]3[CH:22]=[CH:21][C:20]([CH:23]4[CH2:28][CH2:27][CH2:26][CH2:25][CH2:24]4)=[CH:19][CH:18]=3)[C:13]=2[C:29]=1[CH3:30])C1C=CC=CC=1.